This data is from Reaction yield outcomes from USPTO patents with 853,638 reactions. The task is: Predict the reaction yield, written as a fraction of the theoretical maximum amount of product (1.0 means a 100% yield; for example, 0.34 means a 34% yield). (1) The product is [CH3:7][C:4]1[S:5][CH:6]=[C:2]([C:11]2[CH:12]=[CH:13][CH:14]=[CH:15][C:10]=2[CH:8]=[O:9])[CH:3]=1. The yield is 0.810. The catalyst is Cl[Pd](Cl)([P](C1C=CC=CC=1)(C1C=CC=CC=1)C1C=CC=CC=1)[P](C1C=CC=CC=1)(C1C=CC=CC=1)C1C=CC=CC=1.C(OCC)(=O)C. The reactants are Br[C:2]1[CH:3]=[C:4]([CH3:7])[S:5][CH:6]=1.[CH:8]([C:10]1[CH:15]=[CH:14][CH:13]=[CH:12][C:11]=1B(O)O)=[O:9].C(#N)C.C(=O)([O-])[O-].[Na+].[Na+]. (2) The reactants are [CH:1]([C:3]1[CH:4]=[C:5]2[C:9](=[CH:10][CH:11]=1)[NH:8][CH:7]=[CH:6]2)=[CH2:2].[C:12](O[C:12]([O:14][C:15]([CH3:18])([CH3:17])[CH3:16])=[O:13])([O:14][C:15]([CH3:18])([CH3:17])[CH3:16])=[O:13]. The catalyst is CC#N.CN(C1C=CN=CC=1)C.C(Cl)Cl. The product is [C:15]([O:14][C:12]([N:8]1[C:9]2[C:5](=[CH:4][C:3]([CH:1]=[CH2:2])=[CH:11][CH:10]=2)[CH:6]=[CH:7]1)=[O:13])([CH3:18])([CH3:17])[CH3:16]. The yield is 0.590.